Dataset: Reaction yield outcomes from USPTO patents with 853,638 reactions. Task: Predict the reaction yield, written as a fraction of the theoretical maximum amount of product (1.0 means a 100% yield; for example, 0.34 means a 34% yield). (1) The reactants are [CH3:1][C:2]1[CH:7]=[C:6]([CH3:8])[NH:5][C:4](=[O:9])[C:3]=1[CH2:10][NH:11][C:12]([C:14]1[C:15]2[CH:32]=[N:31][N:30]([CH:33]3[CH2:38][CH2:37][NH:36][CH2:35][CH2:34]3)[C:16]=2[N:17]=[C:18]([C:20]2[CH2:21][C:22]([CH3:29])([CH3:28])[NH:23][C:24]([CH3:27])([CH3:26])[CH:25]=2)[CH:19]=1)=[O:13].[C:39](Cl)(=[O:41])[CH3:40].O.CO.C(Cl)Cl. The catalyst is N1C=CC=CC=1. The product is [C:39]([N:36]1[CH2:37][CH2:38][CH:33]([N:30]2[C:16]3[N:17]=[C:18]([C:20]4[CH2:21][C:22]([CH3:28])([CH3:29])[NH:23][C:24]([CH3:26])([CH3:27])[CH:25]=4)[CH:19]=[C:14]([C:12]([NH:11][CH2:10][C:3]4[C:4](=[O:9])[NH:5][C:6]([CH3:8])=[CH:7][C:2]=4[CH3:1])=[O:13])[C:15]=3[CH:32]=[N:31]2)[CH2:34][CH2:35]1)(=[O:41])[CH3:40]. The yield is 0.300. (2) The catalyst is C(#N)C.CC(C)=O.O.[Os]=O. The product is [CH:1]([C:3]1[CH:4]=[C:5]2[C:10](=[CH:11][CH:12]=1)[CH:9]=[C:8]([S:13]([CH2:16][CH2:17][C:18]([O:20][C:21]([CH3:23])([CH3:24])[CH3:22])=[O:19])(=[O:14])=[O:15])[CH:7]=[CH:6]2)=[O:26]. The yield is 0.460. The reactants are [CH:1]([C:3]1[CH:4]=[C:5]2[C:10](=[CH:11][CH:12]=1)[CH:9]=[C:8]([S:13]([CH2:16][CH2:17][C:18]([O:20][C:21]([CH3:24])([CH3:23])[CH3:22])=[O:19])(=[O:15])=[O:14])[CH:7]=[CH:6]2)=C.I([O-])(=O)(=O)=[O:26].[Na+]. (3) The reactants are [C:1]([OH:6])(=O)[CH2:2][CH2:3][CH3:4].[NH2:7][C:8]1[CH2:13][CH2:12][CH2:11][C:10](=[O:14])[CH:9]=1.CN(C1C=CC=CN=1)C.C(N(C(C)C)CC)(C)C.C(N=C=NCCCN(C)C)C. The catalyst is ClCCl. The product is [O:14]=[C:10]1[CH2:11][CH2:12][CH2:13][C:8]([NH:7][C:1](=[O:6])[CH2:2][CH2:3][CH3:4])=[CH:9]1. The yield is 0.100.